Task: Predict which catalyst facilitates the given reaction.. Dataset: Catalyst prediction with 721,799 reactions and 888 catalyst types from USPTO (1) Reactant: [F:1][C:2]1[CH:3]=[C:4]2[C:12](=[CH:13][CH:14]=1)[NH:11][C:10]1[CH2:9][CH2:8][C@@H:7]([NH:15]C(=O)OCC3C=CC=CC=3)[CH2:6][C:5]2=1. Product: [F:1][C:2]1[CH:3]=[C:4]2[C:12](=[CH:13][CH:14]=1)[NH:11][C:10]1[CH2:9][CH2:8][C@@H:7]([NH2:15])[CH2:6][C:5]2=1. The catalyst class is: 29. (2) Reactant: C(OC(=O)[NH:7][C:8]1[CH:13]=[C:12]([CH3:14])[C:11]([Cl:15])=[CH:10][C:9]=1[NH:16][C:17](=[O:36])[CH2:18][C:19]([C:21]1[CH:26]=[CH:25][CH:24]=[C:23]([C:27]2[CH:28]=[N:29][C:30]([CH:33]3[CH2:35][CH2:34]3)=[CH:31][CH:32]=2)[CH:22]=1)=O)(C)(C)C.C(O)(C(F)(F)F)=O. Product: [Cl:15][C:11]1[C:12]([CH3:14])=[CH:13][C:8]2[N:7]=[C:19]([C:21]3[CH:26]=[CH:25][CH:24]=[C:23]([C:27]4[CH:28]=[N:29][C:30]([CH:33]5[CH2:35][CH2:34]5)=[CH:31][CH:32]=4)[CH:22]=3)[CH2:18][C:17](=[O:36])[NH:16][C:9]=2[CH:10]=1. The catalyst class is: 2.